Dataset: Forward reaction prediction with 1.9M reactions from USPTO patents (1976-2016). Task: Predict the product of the given reaction. Given the reactants [CH3:1][N:2]1[C:6]([C:7]2[CH:8]=[C:9]3[C:14](=[CH:15][CH:16]=2)[N:13]=[C:12]([CH3:17])[CH:11]=[CH:10]3)=[N:5][N:4]=[C:3]1[CH2:18][CH2:19][CH2:20][CH:21]=O.[CH3:23][C:24]1[O:28][N:27]=[C:26]([C:29]2[CH:39]=[CH:38][C:32]3[CH2:33][CH2:34][NH:35][CH2:36][CH2:37][C:31]=3[CH:30]=2)[CH:25]=1.C(O[BH-](OC(=O)C)OC(=O)C)(=O)C.[Na+], predict the reaction product. The product is: [CH3:23][C:24]1[O:28][N:27]=[C:26]([C:29]2[CH:39]=[CH:38][C:32]3[CH2:33][CH2:34][N:35]([CH2:21][CH2:20][CH2:19][CH2:18][C:3]4[N:2]([CH3:1])[C:6]([C:7]5[CH:8]=[C:9]6[C:14](=[CH:15][CH:16]=5)[N:13]=[C:12]([CH3:17])[CH:11]=[CH:10]6)=[N:5][N:4]=4)[CH2:36][CH2:37][C:31]=3[CH:30]=2)[CH:25]=1.